Dataset: Full USPTO retrosynthesis dataset with 1.9M reactions from patents (1976-2016). Task: Predict the reactants needed to synthesize the given product. (1) Given the product [O:1]=[C:2]1[C:11]2[C:6](=[C:7]([C:12]([NH:33][C:34]3[CH:35]=[CH:36][CH:37]=[CH:38][N:39]=3)=[O:13])[CH:8]=[CH:9][CH:10]=2)[NH:5][C:4]([C:15]2[CH:20]=[CH:19][CH:18]=[C:17]([C:21]([F:22])([F:24])[F:23])[CH:16]=2)=[CH:3]1, predict the reactants needed to synthesize it. The reactants are: [O:1]=[C:2]1[C:11]2[C:6](=[C:7]([C:12](O)=[O:13])[CH:8]=[CH:9][CH:10]=2)[NH:5][C:4]([C:15]2[CH:20]=[CH:19][CH:18]=[C:17]([C:21]([F:24])([F:23])[F:22])[CH:16]=2)=[CH:3]1.CN(C(O[N:33]1N=N[C:35]2[CH:36]=[CH:37][CH:38]=[N:39][C:34]1=2)=[N+](C)C)C.F[P-](F)(F)(F)(F)F.NC1C=CC=CN=1.C(N(C(C)C)CC)(C)C. (2) Given the product [NH2:29][CH2:28][C:24]1[CH:23]=[C:22]([C:21]2[C:13]3[C:14](=[N:15][C:16]([CH3:18])=[CH:17][C:12]=3[NH:11][S:8]([C:4]3[CH:5]=[CH:6][CH:7]=[C:2]([Cl:1])[CH:3]=3)(=[O:9])=[O:10])[S:19][C:20]=2[CH3:37])[CH:27]=[CH:26][CH:25]=1, predict the reactants needed to synthesize it. The reactants are: [Cl:1][C:2]1[CH:3]=[C:4]([S:8]([NH:11][C:12]2[CH:17]=[C:16]([CH3:18])[N:15]=[C:14]3[S:19][C:20]([CH3:37])=[C:21]([C:22]4[CH:23]=[C:24]([CH2:28][NH:29]C(=O)OC(C)(C)C)[CH:25]=[CH:26][CH:27]=4)[C:13]=23)(=[O:10])=[O:9])[CH:5]=[CH:6][CH:7]=1.C(O)(C(F)(F)F)=O.